From a dataset of Forward reaction prediction with 1.9M reactions from USPTO patents (1976-2016). Predict the product of the given reaction. (1) Given the reactants [Cl:1][C:2]1[CH:7]=[CH:6][C:5]([N+:8]([O-])=O)=[CH:4][C:3]=1[NH:11][C:12](=[O:20])[CH2:13][N:14]1[CH2:19][CH2:18][O:17][CH2:16][CH2:15]1.O.O.[Sn](Cl)Cl.C(O)C, predict the reaction product. The product is: [NH2:8][C:5]1[CH:6]=[CH:7][C:2]([Cl:1])=[C:3]([NH:11][C:12](=[O:20])[CH2:13][N:14]2[CH2:15][CH2:16][O:17][CH2:18][CH2:19]2)[CH:4]=1. (2) Given the reactants [N+:1]([C:4]1[CH:5]=[CH:6][C:7]2[O:11][C:10]([CH2:12][OH:13])=[N:9][C:8]=2[CH:14]=1)([O-])=O, predict the reaction product. The product is: [NH2:1][C:4]1[CH:5]=[CH:6][C:7]2[O:11][C:10]([CH2:12][OH:13])=[N:9][C:8]=2[CH:14]=1.